Task: Regression. Given two drug SMILES strings and cell line genomic features, predict the synergy score measuring deviation from expected non-interaction effect.. Dataset: NCI-60 drug combinations with 297,098 pairs across 59 cell lines (1) Drug 1: CC1C(C(=O)NC(C(=O)N2CCCC2C(=O)N(CC(=O)N(C(C(=O)O1)C(C)C)C)C)C(C)C)NC(=O)C3=C4C(=C(C=C3)C)OC5=C(C(=O)C(=C(C5=N4)C(=O)NC6C(OC(=O)C(N(C(=O)CN(C(=O)C7CCCN7C(=O)C(NC6=O)C(C)C)C)C)C(C)C)C)N)C. Drug 2: CC1=C(C(=CC=C1)Cl)NC(=O)C2=CN=C(S2)NC3=CC(=NC(=N3)C)N4CCN(CC4)CCO. Cell line: HS 578T. Synergy scores: CSS=5.13, Synergy_ZIP=1.35, Synergy_Bliss=6.22, Synergy_Loewe=-2.43, Synergy_HSA=-0.494. (2) Drug 1: C1CCC(CC1)NC(=O)N(CCCl)N=O. Drug 2: CN(CC1=CN=C2C(=N1)C(=NC(=N2)N)N)C3=CC=C(C=C3)C(=O)NC(CCC(=O)O)C(=O)O. Cell line: NCI-H322M. Synergy scores: CSS=-2.15, Synergy_ZIP=2.87, Synergy_Bliss=5.04, Synergy_Loewe=2.18, Synergy_HSA=-0.0283. (3) Drug 1: CCCCC(=O)OCC(=O)C1(CC(C2=C(C1)C(=C3C(=C2O)C(=O)C4=C(C3=O)C=CC=C4OC)O)OC5CC(C(C(O5)C)O)NC(=O)C(F)(F)F)O. Drug 2: C1=NC2=C(N1)C(=S)N=CN2. Cell line: SNB-75. Synergy scores: CSS=44.1, Synergy_ZIP=-6.76, Synergy_Bliss=-4.60, Synergy_Loewe=-10.1, Synergy_HSA=-3.16.